This data is from Reaction yield outcomes from USPTO patents with 853,638 reactions. The task is: Predict the reaction yield, written as a fraction of the theoretical maximum amount of product (1.0 means a 100% yield; for example, 0.34 means a 34% yield). (1) The reactants are [Cl:1][C:2]1[CH:3]=[C:4]([CH:9]=[CH:10][C:11]=1[C:12]1[N:16]=[C:15]([C:17]2[N:18]=[C:19]3[C:24]([Cl:25])=[CH:23][C:22]([C:26]([F:29])([F:28])[F:27])=[CH:21][N:20]3[CH:30]=2)[O:14][N:13]=1)[O:5][CH2:6][CH2:7][OH:8].CC(OI1(OC(C)=O)(OC(C)=O)OC(=O)C2C=CC=CC1=2)=O. The catalyst is C(Cl)Cl. The product is [Cl:1][C:2]1[CH:3]=[C:4]([CH:9]=[CH:10][C:11]=1[C:12]1[N:16]=[C:15]([C:17]2[N:18]=[C:19]3[C:24]([Cl:25])=[CH:23][C:22]([C:26]([F:29])([F:27])[F:28])=[CH:21][N:20]3[CH:30]=2)[O:14][N:13]=1)[O:5][CH2:6][CH:7]=[O:8]. The yield is 0.850. (2) The reactants are C1(P(C2C=CC=CC=2)C2C=CC=CC=2)C=CC=CC=1.N(C(OCC)=O)=NC(OCC)=O.O[C:33]1[C:34]([C:42]2([CH2:57][OH:58])[C:50]3[C:45](=[N:46][CH:47]=[CH:48][CH:49]=3)[N:44]([CH2:51][CH2:52][CH2:53][CH2:54][CH3:55])[C:43]2=[O:56])=[CH:35][C:36]2[O:40][CH2:39][O:38][C:37]=2[CH:41]=1. The catalyst is C1COCC1. The product is [CH2:51]([N:44]1[C:45]2=[N:46][CH:47]=[CH:48][CH:49]=[C:50]2[C:42]2([C:34]3=[CH:35][C:36]4[O:40][CH2:39][O:38][C:37]=4[CH:41]=[C:33]3[O:58][CH2:57]2)[C:43]1=[O:56])[CH2:52][CH2:53][CH2:54][CH3:55]. The yield is 0.540. (3) The reactants are Cl[C:2]1[N:7]=[C:6]([C:8]2[S:12][C:11]([CH:13]3[CH2:18][CH2:17][CH2:16][CH2:15][CH2:14]3)=[N:10][C:9]=2[C:19]2[C:20]([F:37])=[C:21]([NH:25][S:26]([C:29]3[C:34]([F:35])=[CH:33][CH:32]=[CH:31][C:30]=3[F:36])(=[O:28])=[O:27])[CH:22]=[CH:23][CH:24]=2)[CH:5]=[CH:4][N:3]=1.[NH4+:38].[OH-]. No catalyst specified. The product is [NH2:38][C:2]1[N:7]=[C:6]([C:8]2[S:12][C:11]([CH:13]3[CH2:18][CH2:17][CH2:16][CH2:15][CH2:14]3)=[N:10][C:9]=2[C:19]2[C:20]([F:37])=[C:21]([NH:25][S:26]([C:29]3[C:34]([F:35])=[CH:33][CH:32]=[CH:31][C:30]=3[F:36])(=[O:28])=[O:27])[CH:22]=[CH:23][CH:24]=2)[CH:5]=[CH:4][N:3]=1. The yield is 0.570. (4) The reactants are C(O[C:6](=O)[N:7]([C:9]1[CH:10]=[N:11][C:12]([Cl:16])=[CH:13][C:14]=1[I:15])C)(C)(C)C.FC(F)(F)C(O)=O. The catalyst is ClCCl. The product is [Cl:16][C:12]1[N:11]=[CH:10][C:9]([NH:7][CH3:6])=[C:14]([I:15])[CH:13]=1. The yield is 0.870. (5) The reactants are FC(F)(F)C(O)=O.FC(F)(F)C(O)=O.O.C(OC(=O)[NH:22][C@H:23]1[CH2:27][C:26](=[O:28])[N:25]([C:29]2[CH:30]=[CH:31][C:32]3[O:33][CH2:34][C:35](=[O:39])[NH:36][C:37]=3[N:38]=2)[CH2:24]1)(C)(C)C.C(=O)([O-])O.[Na+]. The catalyst is C(OCC)(=O)C. The product is [NH2:22][C@@H:23]1[CH2:24][N:25]([C:29]2[CH:30]=[CH:31][C:32]3[O:33][CH2:34][C:35](=[O:39])[NH:36][C:37]=3[N:38]=2)[C:26](=[O:28])[CH2:27]1. The yield is 0.800. (6) The product is [C:1]([O:5][C:6]([N:8]1[CH2:13][CH2:12][C:11]2[N:14]([CH2:25][CH2:26][O:27][CH:28]3[CH2:33][CH2:32][CH2:31][CH2:30][O:29]3)[C:15]([C:17]3[C:22]([C:52]#[C:51][C:47]4[CH:48]=[CH:49][CH:50]=[C:45]([CH2:44][C:43](=[O:53])[NH:42][C:39]5[CH:40]=[CH:41][C:36]([Cl:35])=[C:37]([C:54]([F:57])([F:55])[F:56])[CH:38]=5)[CH:46]=4)=[CH:21][N:20]=[C:19]([NH2:24])[N:18]=3)=[CH:16][C:10]=2[C:9]1=[O:34])=[O:7])([CH3:4])([CH3:3])[CH3:2]. The reactants are [C:1]([O:5][C:6]([N:8]1[CH2:13][CH2:12][C:11]2[N:14]([CH2:25][CH2:26][O:27][CH:28]3[CH2:33][CH2:32][CH2:31][CH2:30][O:29]3)[C:15]([C:17]3[C:22](I)=[CH:21][N:20]=[C:19]([NH2:24])[N:18]=3)=[CH:16][C:10]=2[C:9]1=[O:34])=[O:7])([CH3:4])([CH3:3])[CH3:2].[Cl:35][C:36]1[CH:41]=[CH:40][C:39]([NH:42][C:43](=[O:53])[CH2:44][C:45]2[CH:50]=[CH:49][CH:48]=[C:47]([C:51]#[CH:52])[CH:46]=2)=[CH:38][C:37]=1[C:54]([F:57])([F:56])[F:55]. The catalyst is CC#N.O.[Cu]I.Cl[Pd](Cl)([P](C1C=CC=CC=1)(C1C=CC=CC=1)C1C=CC=CC=1)[P](C1C=CC=CC=1)(C1C=CC=CC=1)C1C=CC=CC=1. The yield is 0.500. (7) The reactants are C([O:3][C:4](=[O:18])[C:5]([CH3:17])([S:7]([CH2:10][CH2:11][CH2:12][C:13](F)(F)F)(=[O:9])=[O:8])[CH3:6])C.[CH3:19][Si](C)(C)[O-].[K+].Cl. The catalyst is C1COCC1. The product is [CH3:17][C:5]([S:7]([CH2:10][CH2:11][CH:12]([CH3:13])[CH3:19])(=[O:8])=[O:9])([CH3:6])[C:4]([OH:3])=[O:18]. The yield is 0.930.